From a dataset of Full USPTO retrosynthesis dataset with 1.9M reactions from patents (1976-2016). Predict the reactants needed to synthesize the given product. Given the product [Br:1][C:15]1[C:14]([C:22]2[CH:27]=[CH:26][C:25]([F:28])=[CH:24][C:23]=2[F:29])=[C:13]([F:12])[C:18]([OH:19])=[C:17]([CH:20]=[O:21])[CH:16]=1, predict the reactants needed to synthesize it. The reactants are: [Br:1]N1C(=O)NC(=O)N(Br)C1=O.[F:12][C:13]1[C:18]([OH:19])=[C:17]([CH:20]=[O:21])[CH:16]=[CH:15][C:14]=1[C:22]1[CH:27]=[CH:26][C:25]([F:28])=[CH:24][C:23]=1[F:29].S([O-])([O-])(=O)=S.[Na+].[Na+].